From a dataset of Full USPTO retrosynthesis dataset with 1.9M reactions from patents (1976-2016). Predict the reactants needed to synthesize the given product. (1) Given the product [CH2:22]([O:21][C:19]([CH:16]1[CH2:17][CH2:18][N:13]([C:2]2[CH:3]=[C:4]([CH:8]3[O:12][CH2:11][CH2:10][O:9]3)[CH:5]=[CH:6][CH:7]=2)[CH2:14][CH2:15]1)=[O:20])[CH3:23], predict the reactants needed to synthesize it. The reactants are: Br[C:2]1[CH:3]=[C:4]([CH:8]2[O:12][CH2:11][CH2:10][O:9]2)[CH:5]=[CH:6][CH:7]=1.[NH:13]1[CH2:18][CH2:17][CH:16]([C:19]([O:21][CH2:22][CH3:23])=[O:20])[CH2:15][CH2:14]1.CC(C)([O-])C.[Na+].C1C=CC(P(C2C(C3C(P(C4C=CC=CC=4)C4C=CC=CC=4)=CC=C4C=3C=CC=C4)=C3C(C=CC=C3)=CC=2)C2C=CC=CC=2)=CC=1.C(O)(=O)CC(CC(O)=O)(C(O)=O)O. (2) Given the product [C:14]1([C:9]2[C:8]([C:4]3[CH:5]=[CH:6][CH:7]=[CH:2][CH:3]=3)=[CH:13][CH:12]=[CH:11][CH:10]=2)[CH:15]=[CH:16][CH:17]=[CH:18][CH:19]=1, predict the reactants needed to synthesize it. The reactants are: Br[C:2]1[CH:3]=[C:4]([C:8]2[C:9]([C:14]3[CH:19]=[CH:18][CH:17]=[C:16](Br)[CH:15]=3)=[CH:10][CH:11]=[CH:12][CH:13]=2)[CH:5]=[CH:6][CH:7]=1.B1(B2OC(C)(C)C(C)(C)O2)OC(C)(C)C(C)(C)O1.C([O-])(=O)C.[K+].O1CCOCC1. (3) Given the product [CH2:48]([C@H:47]([N:55]([CH2:56][C:57]1[CH:58]=[CH:59][C:60]([O:63][CH2:64][CH2:65][CH2:66][CH3:67])=[CH:61][CH:62]=1)[C:9](=[O:11])[CH:8]=[CH:7][C:6]1[CH:5]=[CH:4][C:3]([C:2]([F:1])([F:15])[F:14])=[CH:13][CH:12]=1)[C:46]([N:43]1[CH2:42][CH2:41][N:40]([CH2:33][C:34]2[CH:39]=[CH:38][CH:37]=[CH:36][CH:35]=2)[CH2:45][CH2:44]1)=[O:68])[C:49]1[CH:50]=[CH:51][CH:52]=[CH:53][CH:54]=1, predict the reactants needed to synthesize it. The reactants are: [F:1][C:2]([F:15])([F:14])[C:3]1[CH:13]=[CH:12][C:6](/[CH:7]=[CH:8]/[C:9]([OH:11])=O)=[CH:5][CH:4]=1.ClC(N(C)C)=C(C)C.CCN(C(C)C)C(C)C.[CH2:33]([N:40]1[CH2:45][CH2:44][N:43]([C:46](=[O:68])[C@@H:47]([NH:55][CH2:56][C:57]2[CH:62]=[CH:61][C:60]([O:63][CH2:64][CH2:65][CH2:66][CH3:67])=[CH:59][CH:58]=2)[CH2:48][C:49]2[CH:54]=[CH:53][CH:52]=[CH:51][CH:50]=2)[CH2:42][CH2:41]1)[C:34]1[CH:39]=[CH:38][CH:37]=[CH:36][CH:35]=1. (4) Given the product [Br:1][C:2]1[CH:3]=[C:4]2[C:8](=[CH:9][CH:10]=1)[N:7]([CH:33]1[CH2:34][CH2:35][CH2:36][CH2:37][O:32]1)[N:6]=[C:5]2[C:11]([O:13][CH3:14])=[O:12], predict the reactants needed to synthesize it. The reactants are: [Br:1][C:2]1[CH:3]=[C:4]2[C:8](=[CH:9][CH:10]=1)[NH:7][N:6]=[C:5]2[C:11]([O:13][CH3:14])=[O:12].C1(C)C=CC(S([O-])(=O)=O)=CC=1.[NH+]1C=CC=CC=1.[O:32]1[CH:37]=[CH:36][CH2:35][CH2:34][CH2:33]1. (5) The reactants are: [OH:1][C:2]1[CH:3]=[C:4]([CH:7]=[CH:8][CH:9]=1)[CH:5]=[O:6].C(N(CC)CC)C.[CH3:17][S:18](Cl)(=[O:20])=[O:19]. Given the product [CH3:17][S:18]([O:1][C:2]1[CH:9]=[CH:8][CH:7]=[C:4]([CH:5]=[O:6])[CH:3]=1)(=[O:20])=[O:19], predict the reactants needed to synthesize it. (6) Given the product [CH2:1]([O:8][C:9]1[CH:13]=[C:12]([C:14]([OH:16])=[O:15])[N:11]([CH3:18])[N:10]=1)[C:2]1[CH:7]=[CH:6][CH:5]=[CH:4][CH:3]=1, predict the reactants needed to synthesize it. The reactants are: [CH2:1]([O:8][C:9]1[CH:13]=[C:12]([C:14]([O:16]C)=[O:15])[N:11]([CH3:18])[N:10]=1)[C:2]1[CH:7]=[CH:6][CH:5]=[CH:4][CH:3]=1.[OH-].[Na+].Cl. (7) Given the product [C:24]([O:23][C:21]([NH:20][CH:17]1[CH2:18][CH2:19][CH:14]([CH2:13][NH:12][C:10]2[C:9]([N+:28]([O-:30])=[O:29])=[CH:8][N:7]=[C:6]([NH:5][CH2:4][C:3]([OH:31])=[O:2])[N:11]=2)[CH2:15][CH2:16]1)=[O:22])([CH3:27])([CH3:25])[CH3:26], predict the reactants needed to synthesize it. The reactants are: C[O:2][C:3](=[O:31])[CH2:4][NH:5][C:6]1[N:11]=[C:10]([NH:12][CH2:13][CH:14]2[CH2:19][CH2:18][CH:17]([NH:20][C:21]([O:23][C:24]([CH3:27])([CH3:26])[CH3:25])=[O:22])[CH2:16][CH2:15]2)[C:9]([N+:28]([O-:30])=[O:29])=[CH:8][N:7]=1.O.[OH-].[Li+].